Dataset: NCI-60 drug combinations with 297,098 pairs across 59 cell lines. Task: Regression. Given two drug SMILES strings and cell line genomic features, predict the synergy score measuring deviation from expected non-interaction effect. (1) Drug 1: CC1=C(N=C(N=C1N)C(CC(=O)N)NCC(C(=O)N)N)C(=O)NC(C(C2=CN=CN2)OC3C(C(C(C(O3)CO)O)O)OC4C(C(C(C(O4)CO)O)OC(=O)N)O)C(=O)NC(C)C(C(C)C(=O)NC(C(C)O)C(=O)NCCC5=NC(=CS5)C6=NC(=CS6)C(=O)NCCC[S+](C)C)O. Drug 2: CCCCC(=O)OCC(=O)C1(CC(C2=C(C1)C(=C3C(=C2O)C(=O)C4=C(C3=O)C=CC=C4OC)O)OC5CC(C(C(O5)C)O)NC(=O)C(F)(F)F)O. Cell line: MOLT-4. Synergy scores: CSS=80.8, Synergy_ZIP=1.85, Synergy_Bliss=-0.368, Synergy_Loewe=-1.37, Synergy_HSA=1.99. (2) Drug 1: CC1CCC2CC(C(=CC=CC=CC(CC(C(=O)C(C(C(=CC(C(=O)CC(OC(=O)C3CCCCN3C(=O)C(=O)C1(O2)O)C(C)CC4CCC(C(C4)OC)OCCO)C)C)O)OC)C)C)C)OC. Drug 2: C(CCl)NC(=O)N(CCCl)N=O. Cell line: OVCAR-5. Synergy scores: CSS=4.60, Synergy_ZIP=-0.593, Synergy_Bliss=0.668, Synergy_Loewe=-13.3, Synergy_HSA=-2.44. (3) Drug 1: CC1=C(C=C(C=C1)NC(=O)C2=CC=C(C=C2)CN3CCN(CC3)C)NC4=NC=CC(=N4)C5=CN=CC=C5. Drug 2: CCC1(C2=C(COC1=O)C(=O)N3CC4=CC5=C(C=CC(=C5CN(C)C)O)N=C4C3=C2)O.Cl. Cell line: NCI-H322M. Synergy scores: CSS=7.80, Synergy_ZIP=-3.45, Synergy_Bliss=0.579, Synergy_Loewe=-0.287, Synergy_HSA=0.966.